From a dataset of Forward reaction prediction with 1.9M reactions from USPTO patents (1976-2016). Predict the product of the given reaction. (1) Given the reactants C(OC(=O)[N:7]([CH2:24][C:25]1[CH:30]=[CH:29][C:28]([F:31])=[CH:27][CH:26]=1)[C:8]1[S:9][C:10]([C:13]([C:15]2[C:23]3[C:18](=[N:19][CH:20]=[CH:21][CH:22]=3)[NH:17][CH:16]=2)=[O:14])=[CH:11][N:12]=1)(C)(C)C.Cl.C(=O)(O)[O-].[Na+], predict the reaction product. The product is: [F:31][C:28]1[CH:29]=[CH:30][C:25]([CH2:24][NH:7][C:8]2[S:9][C:10]([C:13]([C:15]3[C:23]4[C:18](=[N:19][CH:20]=[CH:21][CH:22]=4)[NH:17][CH:16]=3)=[O:14])=[CH:11][N:12]=2)=[CH:26][CH:27]=1. (2) The product is: [CH3:1][O:2][C:3]1[CH:4]=[CH:5][C:6]([CH2:7][N:8]2[C:12]3=[N:13][CH:14]=[CH:15][C:16]([O:17][C:18]4[CH:23]=[CH:22][C:21]([N:36]([C:33]5[CH:34]=[CH:35][C:30]([F:29])=[CH:31][CH:32]=5)[C:37]([C:39]5([C:42]([NH2:47])=[O:43])[CH2:41][CH2:40]5)=[O:38])=[CH:20][C:19]=4[F:25])=[C:11]3[C:10]([I:26])=[N:9]2)=[CH:27][CH:28]=1. Given the reactants [CH3:1][O:2][C:3]1[CH:28]=[CH:27][C:6]([CH2:7][N:8]2[C:12]3=[N:13][CH:14]=[CH:15][C:16]([O:17][C:18]4[CH:23]=[CH:22][C:21](N)=[CH:20][C:19]=4[F:25])=[C:11]3[C:10]([I:26])=[N:9]2)=[CH:5][CH:4]=1.[F:29][C:30]1[CH:35]=[CH:34][C:33]([NH:36][C:37]([C:39]2([C:42](F)=[O:43])[CH2:41][CH2:40]2)=[O:38])=[CH:32][CH:31]=1.C(#[N:47])C, predict the reaction product. (3) Given the reactants [CH2:1]([O:4][CH2:5][C:6]([C:8]1[CH:13]=[C:12]([Br:14])[CH:11]=[CH:10][C:9]=1[F:15])=O)[CH:2]=[CH2:3].Cl.[NH2:17][OH:18].C([O-])(=O)C.[Na+], predict the reaction product. The product is: [CH2:1]([O:4][CH2:5][C:6]([C:8]1[CH:13]=[C:12]([Br:14])[CH:11]=[CH:10][C:9]=1[F:15])=[N:17][OH:18])[CH:2]=[CH2:3]. (4) Given the reactants [NH:1]1[C:9]2[C:4](=[CH:5][CH:6]=[CH:7][CH:8]=2)[C:3]([CH2:10][CH2:11][C:12]([OH:14])=O)=[CH:2]1.C(N1C=CN=C1)(N1C=CN=C1)=O.[CH2:27]1[C:40]2[C:31](=[N:32][C:33]3[C:38]([C:39]=2[NH:41][CH2:42][CH2:43][CH2:44][N:45]([CH3:50])[CH2:46][CH2:47][CH2:48][NH2:49])=[CH:37][CH:36]=[CH:35][CH:34]=3)[CH2:30][CH2:29][CH2:28]1, predict the reaction product. The product is: [CH2:37]1[C:38]2[C:33](=[N:32][C:31]3[C:40]([C:39]=2[NH:41][CH2:42][CH2:43][CH2:44][N:45]([CH3:50])[CH2:46][CH2:47][CH2:48][NH:49][C:12](=[O:14])[CH2:11][CH2:10][C:3]2[C:4]4[C:9](=[CH:8][CH:7]=[CH:6][CH:5]=4)[NH:1][CH:2]=2)=[CH:27][CH:28]=[CH:29][CH:30]=3)[CH2:34][CH2:35][CH2:36]1. (5) Given the reactants [NH2:1][C:2]1[N:7]=[CH:6][N:5]=[C:4]2[N:8]([CH2:12][CH2:13][OH:14])[N:9]=[C:10](I)[C:3]=12.[CH3:15][O:16][C:17]1[CH:22]=[C:21](B2OC(C)(C)C(C)(C)O2)[CH:20]=[CH:19][C:18]=1[NH:32][C:33](=[O:45])[C:34]1[CH:39]=[CH:38][C:37]([C:40]([F:43])([F:42])[F:41])=[CH:36][C:35]=1[F:44].C(=O)([O-])[O-].[Na+].[Na+], predict the reaction product. The product is: [NH2:1][C:2]1[N:7]=[CH:6][N:5]=[C:4]2[N:8]([CH2:12][CH2:13][OH:14])[N:9]=[C:10]([C:21]3[CH:20]=[CH:19][C:18]([NH:32][C:33](=[O:45])[C:34]4[CH:39]=[CH:38][C:37]([C:40]([F:42])([F:43])[F:41])=[CH:36][C:35]=4[F:44])=[C:17]([O:16][CH3:15])[CH:22]=3)[C:3]=12. (6) Given the reactants [CH3:1][N:2]([CH3:10])[C:3]1[CH:4]=[CH:5][C:6]([NH2:9])=[N:7][CH:8]=1.Br[CH2:12][C:13](=O)[C:14]([O:16][CH2:17][CH3:18])=[O:15].C(O)C, predict the reaction product. The product is: [CH3:1][N:2]([CH3:10])[C:3]1[CH:4]=[CH:5][C:6]2[N:7]([CH:12]=[C:13]([C:14]([O:16][CH2:17][CH3:18])=[O:15])[N:9]=2)[CH:8]=1. (7) The product is: [CH2:8]([NH:2][C:3]1([CH2:6][OH:7])[CH2:5][CH2:4]1)[C:9]1[CH:14]=[CH:13][CH:12]=[CH:11][CH:10]=1. Given the reactants Cl.[NH2:2][C:3]1([CH2:6][OH:7])[CH2:5][CH2:4]1.[CH:8](=O)[C:9]1[CH:14]=[CH:13][CH:12]=[CH:11][CH:10]=1.C(N(CC)CC)C.C(=O)(O)[O-].[Na+], predict the reaction product. (8) Given the reactants [C:1]([Cl:6])([C:3](Cl)=O)=[O:2].[Br:7][C:8]1[CH:9]=C[C:11]([Cl:17])=[C:12]([CH:16]=1)C(O)=O.CN(C=O)C, predict the reaction product. The product is: [Br:7][C:8]1[CH:16]=[CH:12][C:11]([Cl:17])=[C:3]([CH:9]=1)[C:1]([Cl:6])=[O:2]. (9) Given the reactants COC1C=CC(C[N:8]2[C:12]([NH:13][C:14]3[CH:19]=[C:18]([Cl:20])[C:17]([Cl:21])=[C:16]([Cl:22])[CH:15]=3)=[N:11][CH:10]=[N:9]2)=CC=1.C(O)(C(F)(F)F)=O, predict the reaction product. The product is: [NH:9]1[CH:10]=[N:11][C:12]([NH:13][C:14]2[CH:15]=[C:16]([Cl:22])[C:17]([Cl:21])=[C:18]([Cl:20])[CH:19]=2)=[N:8]1. (10) Given the reactants [Cl:1][C:2]1[CH:3]=[C:4](/[CH:8]=[CH:9]/[CH:10]=[C:11]2[CH2:16][CH2:15][NH:14][CH2:13][CH2:12]2)[CH:5]=[CH:6][CH:7]=1.CCN(C(C)C)C(C)C.Cl[C:27]1[N:28]=[C:29]2[CH:34]=[CH:33][CH:32]=[CH:31][N:30]2[C:35]=1[N+:36]([O-:38])=[O:37], predict the reaction product. The product is: [Cl:1][C:2]1[CH:3]=[C:4](/[CH:8]=[CH:9]/[CH:10]=[C:11]2[CH2:16][CH2:15][N:14]([C:27]3[N:28]=[C:29]4[CH:34]=[CH:33][CH:32]=[CH:31][N:30]4[C:35]=3[N+:36]([O-:38])=[O:37])[CH2:13][CH2:12]2)[CH:5]=[CH:6][CH:7]=1.